This data is from Reaction yield outcomes from USPTO patents with 853,638 reactions. The task is: Predict the reaction yield, written as a fraction of the theoretical maximum amount of product (1.0 means a 100% yield; for example, 0.34 means a 34% yield). The reactants are [CH3:1][N:2]([CH2:10][CH2:11][CH2:12][N:13]1[CH2:18][CH2:17][S:16][C:15]2[CH:19]=[C:20]([NH:23][C:24]([C:26]3[S:27][CH:28]=[CH:29][CH:30]=3)=[NH:25])[CH:21]=[CH:22][C:14]1=2)C(=O)OC(C)(C)C. The catalyst is Cl. The product is [CH3:1][NH:2][CH2:10][CH2:11][CH2:12][N:13]1[CH2:18][CH2:17][S:16][C:15]2[CH:19]=[C:20]([NH:23][C:24]([C:26]3[S:27][CH:28]=[CH:29][CH:30]=3)=[NH:25])[CH:21]=[CH:22][C:14]1=2. The yield is 0.940.